From a dataset of Forward reaction prediction with 1.9M reactions from USPTO patents (1976-2016). Predict the product of the given reaction. (1) The product is: [CH3:1][CH2:2][CH2:3][CH2:4][CH2:5][CH2:6][CH2:7][CH2:8][CH2:9][C:10]1[CH:11]=[CH:12][C:13]([O:16][CH2:17][CH2:18][O:19][CH2:20][CH2:21][O:22][CH2:23][CH2:24][O:25][CH2:26][CH2:27][O:28][CH2:29][CH2:30][OH:31])=[CH:14][CH:15]=1.[CH2:10]1[CH2:15][CH2:14][CH2:13][CH2:12][CH2:11]1. Given the reactants [CH3:1][CH2:2][CH2:3][CH2:4][CH2:5][CH2:6][CH2:7][CH2:8][CH2:9][C:10]1[CH:15]=[CH:14][C:13]([O:16][CH2:17][CH2:18][O:19][CH2:20][CH2:21][O:22][CH2:23][CH2:24][O:25][CH2:26][CH2:27][O:28][CH2:29][CH2:30][OH:31])=[CH:12][CH:11]=1, predict the reaction product. (2) Given the reactants [OH:1][C:2]1[CH:3]=[C:4]([CH:9]=[C:10]([OH:12])[CH:11]=1)[C:5]([O:7][CH3:8])=[O:6].[CH2:13](Br)[C:14]1[CH:19]=[CH:18][CH:17]=[CH:16][CH:15]=1.I[CH3:22], predict the reaction product. The product is: [CH2:13]([O:1][C:2]1[CH:3]=[C:4]([CH:9]=[C:10]([O:12][CH3:22])[CH:11]=1)[C:5]([O:7][CH3:8])=[O:6])[C:14]1[CH:19]=[CH:18][CH:17]=[CH:16][CH:15]=1.